Dataset: Full USPTO retrosynthesis dataset with 1.9M reactions from patents (1976-2016). Task: Predict the reactants needed to synthesize the given product. (1) The reactants are: F[C:2]1[CH:9]=[CH:8][C:7]([CH:10]=[O:11])=[CH:6][C:3]=1[C:4]#[N:5].[F:12][C:13]1[CH:14]=[C:15]([OH:20])[CH:16]=[CH:17][C:18]=1[F:19]. Given the product [F:12][C:13]1[CH:14]=[C:15]([CH:16]=[CH:17][C:18]=1[F:19])[O:20][C:2]1[CH:9]=[CH:8][C:7]([CH:10]=[O:11])=[CH:6][C:3]=1[C:4]#[N:5], predict the reactants needed to synthesize it. (2) The reactants are: [N+:1]([C:4]1[CH:9]=[CH:8][C:7]([CH:10]=[CH:11][CH2:12][OH:13])=[CH:6][CH:5]=1)([O-:3])=[O:2].C(N(CC)CC)C.[C:21]([SiH2:25][O:26][C:27]([CH3:49])([CH3:48])[CH:28]1[CH2:32][CH2:31][CH2:30][N:29]1[C:33]([C:35]1[CH:40]=[C:39]([O:41][CH3:42])[C:38]([O:43][CH3:44])=[CH:37][C:36]=1[N:45]=[C:46]=[O:47])=[O:34])([CH3:24])([CH3:23])[CH3:22].NC1C=C(OC)C(OC)=CC=1C(N1CCCC1C(C)(C)O[SiH2]C(C)(C)C)=O.ClC(Cl)(OC(=O)OC(Cl)(Cl)Cl)Cl. Given the product [N+:1]([C:4]1[CH:5]=[CH:6][C:7]([CH:10]=[CH:11][CH2:12][O:13][C:46](=[O:47])[NH:45][C:36]2[CH:37]=[C:38]([O:43][CH3:44])[C:39]([O:41][CH3:42])=[CH:40][C:35]=2[C:33]([N:29]2[CH2:30][CH2:31][CH2:32][CH:28]2[C:27]([CH3:49])([CH3:48])[O:26][SiH2:25][C:21]([CH3:23])([CH3:22])[CH3:24])=[O:34])=[CH:8][CH:9]=1)([O-:3])=[O:2], predict the reactants needed to synthesize it.